From a dataset of Forward reaction prediction with 1.9M reactions from USPTO patents (1976-2016). Predict the product of the given reaction. (1) Given the reactants FC1C=CC(OC)=C(C2C=CC(C=NS(CC(C)C)=O)=CC=2)C=1.C([N+](CCCC)(CCCC)CCCC)CCC.FC([Si](C)(C)C)(F)F.FC(F)(F)C(NS(CC(C)C)=O)C1C=CC(C2C=C(F)C=CC=2OC)=CC=1.Cl.Cl.[F:78][C:79]([F:98])([F:97])[CH:80]([NH2:96])[C:81]1[CH:86]=[CH:85][C:84]([C:87]2[CH:92]=[C:91]([F:93])[CH:90]=[CH:89][C:88]=2[O:94][CH3:95])=[CH:83][CH:82]=1.[F:99][C:100]([F:113])([F:112])[O:101][C:102]1[CH:107]=[CH:106][CH:105]=[CH:104][C:103]=1[S:108](Cl)(=[O:110])=[O:109], predict the reaction product. The product is: [F:98][C:79]([F:78])([F:97])[CH:80]([NH:96][S:108]([C:103]1[CH:104]=[CH:105][CH:106]=[CH:107][C:102]=1[O:101][C:100]([F:99])([F:112])[F:113])(=[O:110])=[O:109])[C:81]1[CH:82]=[CH:83][C:84]([C:87]2[CH:92]=[C:91]([F:93])[CH:90]=[CH:89][C:88]=2[O:94][CH3:95])=[CH:85][CH:86]=1. (2) Given the reactants Br[CH2:2][C:3]1[C:12]2[C:7](=[C:8]([F:14])[C:9]([F:13])=[CH:10][CH:11]=2)[NH:6][C:5](=[O:15])[CH:4]=1.[CH3:16][CH2:17][CH:18]([C:21]1[NH:25][C:24]2[CH:26]=[CH:27][CH:28]=[CH:29][C:23]=2[N:22]=1)[CH2:19][CH3:20], predict the reaction product. The product is: [F:13][C:9]1[C:8]([F:14])=[C:7]2[C:12]([C:3]([CH2:2][N:22]3[C:23]4[CH:29]=[CH:28][CH:27]=[CH:26][C:24]=4[N:25]=[C:21]3[CH:18]([CH2:19][CH3:20])[CH2:17][CH3:16])=[CH:4][C:5](=[O:15])[NH:6]2)=[CH:11][CH:10]=1. (3) The product is: [C:3]([O:7][C:8]([N:10]1[CH2:11][CH2:12][C:13]2([O:17][C:16](=[O:18])[N:15]([CH2:22][C:23]3[CH:32]=[CH:31][C:30]4[C:25](=[CH:26][CH:27]=[CH:28][CH:29]=4)[CH:24]=3)[CH2:14]2)[CH2:19][CH2:20]1)=[O:9])([CH3:6])([CH3:4])[CH3:5]. Given the reactants [H-].[Na+].[C:3]([O:7][C:8]([N:10]1[CH2:20][CH2:19][C:13]2([O:17][C:16](=[O:18])[NH:15][CH2:14]2)[CH2:12][CH2:11]1)=[O:9])([CH3:6])([CH3:5])[CH3:4].Br[CH2:22][C:23]1[CH:32]=[CH:31][C:30]2[C:25](=[CH:26][CH:27]=[CH:28][CH:29]=2)[C:24]=1O.O, predict the reaction product. (4) The product is: [C:2]([N:32]1[CH2:33][CH2:34][N:29]([C:27]2[N:28]=[C:23]([N:17]3[CH2:16][CH:15]4[O:22][CH:19]([CH2:20][CH2:21]4)[CH2:18]3)[N:24]=[C:25]([C:35]3[CH:36]=[CH:37][C:38]([NH:41][C:42]([NH:44][C:45]4[CH:46]=[CH:47][N:48]=[CH:49][CH:50]=4)=[O:43])=[CH:39][CH:40]=3)[N:26]=2)[CH2:30][CH2:31]1)(=[O:1])[CH3:4].[C:9]([OH:10])([C:11]([F:14])([F:13])[F:12])=[O:8]. Given the reactants [OH:1][C:2]([C:4](F)(F)F)=O.[OH:8][C:9]([C:11]([F:14])([F:13])[F:12])=[O:10].[CH:15]12[O:22][CH:19]([CH2:20][CH2:21]1)[CH2:18][N:17]([C:23]1[N:28]=[C:27]([N:29]3[CH2:34][CH2:33][NH:32][CH2:31][CH2:30]3)[N:26]=[C:25]([C:35]3[CH:40]=[CH:39][C:38]([NH:41][C:42]([NH:44][C:45]4[CH:50]=[CH:49][N:48]=[CH:47][CH:46]=4)=[O:43])=[CH:37][CH:36]=3)[N:24]=1)[CH2:16]2.C(Cl)(=O)C, predict the reaction product. (5) Given the reactants Cl.[NH2:2][CH2:3][C:4]1[CH:5]=[C:6]2[C:10](=[CH:11][CH:12]=1)[C:9](=[O:13])[N:8]([CH:14]1[CH2:19][CH2:18][C:17](=[O:20])[NH:16][C:15]1=[O:21])[CH2:7]2.[F:22][C:23]([F:35])([F:34])[O:24][C:25]1[CH:33]=[CH:32][C:28]([C:29](Cl)=[O:30])=[CH:27][CH:26]=1.[CH2:36](N(CC)CC)C, predict the reaction product. The product is: [CH3:36][C:14]1([N:8]2[CH2:7][C:6]3[C:10](=[CH:11][CH:12]=[C:4]([CH2:3][NH:2][C:29](=[O:30])[C:28]4[CH:32]=[CH:33][C:25]([O:24][C:23]([F:35])([F:34])[F:22])=[CH:26][CH:27]=4)[CH:5]=3)[C:9]2=[O:13])[CH2:19][CH2:18][C:17](=[O:20])[NH:16][C:15]1=[O:21]. (6) Given the reactants [F:1][C:2]1[CH:3]=[C:4]([O:8][CH2:9][C:10]([NH2:12])=O)[CH:5]=[N:6][CH:7]=1.[F:13][C:14]1[CH:15]=[C:16]([NH:26][C:27](=[O:32])[CH2:28][C:29](=O)[CH3:30])[CH:17]=[CH:18][C:19]=1[N:20]1[CH2:25][CH2:24][O:23][CH2:22][CH2:21]1.CCOC(C)=O.O, predict the reaction product. The product is: [F:13][C:14]1[CH:15]=[C:16]([N:26]2[C:27](=[O:32])[CH:28]=[C:29]([CH3:30])[N:12]=[C:10]2[CH2:9][O:8][C:4]2[CH:5]=[N:6][CH:7]=[C:2]([F:1])[CH:3]=2)[CH:17]=[CH:18][C:19]=1[N:20]1[CH2:25][CH2:24][O:23][CH2:22][CH2:21]1.